This data is from Catalyst prediction with 721,799 reactions and 888 catalyst types from USPTO. The task is: Predict which catalyst facilitates the given reaction. Reactant: C([N:8]([C@H:19]1[CH2:24][CH2:23][N:22]([CH2:25][CH2:26][O:27][Si:28]([C:31]([CH3:34])([CH3:33])[CH3:32])([CH3:30])[CH3:29])[CH2:21][C@H:20]1[F:35])C(=O)OCC1C=CC=CC=1)C1C=CC=CC=1. Product: [Si:28]([O:27][CH2:26][CH2:25][N:22]1[CH2:23][CH2:24][C@H:19]([NH2:8])[C@H:20]([F:35])[CH2:21]1)([C:31]([CH3:34])([CH3:33])[CH3:32])([CH3:30])[CH3:29]. The catalyst class is: 5.